Dataset: Reaction yield outcomes from USPTO patents with 853,638 reactions. Task: Predict the reaction yield, written as a fraction of the theoretical maximum amount of product (1.0 means a 100% yield; for example, 0.34 means a 34% yield). (1) The reactants are [Cl:1][C:2]1[CH:7]=[C:6]([O:8][CH3:9])[CH:5]=[CH:4][C:3]=1[NH:10][C:11](=[S:20])[C:12]1[CH:17]=[CH:16][C:15]([O:18][CH3:19])=[CH:14][CH:13]=1.C(O)C.[OH-].[Na+].Cl. The catalyst is O.[Fe-3](C#N)(C#N)(C#N)(C#N)(C#N)C#N.[K+].[K+].[K+]. The product is [Cl:1][C:2]1[C:3]2[N:10]=[C:11]([C:12]3[CH:17]=[CH:16][C:15]([O:18][CH3:19])=[CH:14][CH:13]=3)[S:20][C:4]=2[CH:5]=[C:6]([O:8][CH3:9])[CH:7]=1. The yield is 0.930. (2) The reactants are [N:1]1[CH:6]=[C:5](/[CH:7]=[CH:8]/[C:9]([O:11][CH3:12])=[O:10])[CH:4]=[N:3][CH:2]=1. The catalyst is CO.[Pd]. The product is [N:1]1[CH:6]=[C:5]([CH2:7][CH2:8][C:9]([O:11][CH3:12])=[O:10])[CH:4]=[N:3][CH:2]=1. The yield is 0.556. (3) The reactants are [Cl:1][CH2:2][CH2:3][CH2:4][O:5][C:6]1[CH:11]=[CH:10][C:9]([C:12](=[S:14])[NH2:13])=[CH:8][CH:7]=1.[CH3:15][O:16][C:17](=[O:23])[CH:18](Cl)[C:19]([CH3:21])=O. The catalyst is CO.ClCCl. The product is [Cl:1][CH2:2][CH2:3][CH2:4][O:5][C:6]1[CH:11]=[CH:10][C:9]([C:12]2[S:14][C:18]([C:17]([O:16][CH3:15])=[O:23])=[C:19]([CH3:21])[N:13]=2)=[CH:8][CH:7]=1. The yield is 1.00. (4) The reactants are C[O:2][C:3]1[CH:4]=[C:5]([NH:46][S:47]([CH2:50][CH:51]2[CH2:56][CH2:55][O:54][CH2:53][CH2:52]2)(=[O:49])=[O:48])[CH:6]=[CH:7][C:8]=1[C:9]1[C:17]2[C:16]([NH:18][C@H:19]([C:21]3[N:26]([C:27]4[CH:32]=[CH:31][CH:30]=[CH:29][CH:28]=4)[C:25](=[O:33])[C:24]4=[C:34]([CH3:37])[CH:35]=[CH:36][N:23]4[N:22]=3)[CH3:20])=[N:15][CH:14]=[N:13][C:12]=2[N:11](COCC[Si](C)(C)C)[CH:10]=1.B(Br)(Br)Br.N. The catalyst is ClCCl. The product is [OH:2][C:3]1[CH:4]=[C:5]([NH:46][S:47]([CH2:50][CH:51]2[CH2:52][CH2:53][O:54][CH2:55][CH2:56]2)(=[O:49])=[O:48])[CH:6]=[CH:7][C:8]=1[C:9]1[C:17]2[C:16]([NH:18][C@H:19]([C:21]3[N:26]([C:27]4[CH:28]=[CH:29][CH:30]=[CH:31][CH:32]=4)[C:25](=[O:33])[C:24]4=[C:34]([CH3:37])[CH:35]=[CH:36][N:23]4[N:22]=3)[CH3:20])=[N:15][CH:14]=[N:13][C:12]=2[NH:11][CH:10]=1. The yield is 0.160. (5) The catalyst is O1CCCC1.[Cl-].[Na+].O. The yield is 0.380. The reactants are [F:1][C:2]1[C:3]([C:13]([O:15][CH2:16][CH3:17])=[O:14])=[CH:4][NH:5][C:6]=1[C:7]1[CH:12]=[CH:11][CH:10]=[CH:9][CH:8]=1.[H-].[Na+].C1OCCOCCOCCOCCOC1.[C:35]1([S:41](Cl)(=[O:43])=[O:42])[CH:40]=[CH:39][CH:38]=[CH:37][CH:36]=1. The product is [F:1][C:2]1[C:3]([C:13]([O:15][CH2:16][CH3:17])=[O:14])=[CH:4][N:5]([S:41]([C:35]2[CH:40]=[CH:39][CH:38]=[CH:37][CH:36]=2)(=[O:43])=[O:42])[C:6]=1[C:7]1[CH:12]=[CH:11][CH:10]=[CH:9][CH:8]=1. (6) The reactants are [C:1]([C:5]1[O:9][N:8]=[C:7]([NH:10][C:11]([NH:13][C:14]2[CH:19]=[CH:18][CH:17]=[C:16]([S:20][C:21]3[C:30]4[C:25](=[CH:26][C:27]([O:41][CH3:42])=[C:28]([O:31][CH2:32][CH2:33][CH2:34][N:35]5[CH2:40][CH2:39]C[CH2:37][CH2:36]5)[CH:29]=4)[N:24]=[CH:23][N:22]=3)[CH:15]=2)=[O:12])[CH:6]=1)([CH3:4])([CH3:3])[CH3:2].[CH3:43][S:44]([N:47]1CCNCC1)(=[O:46])=[O:45]. No catalyst specified. The product is [C:1]([C:5]1[O:9][N:8]=[C:7]([NH:10][C:11]([NH:13][C:14]2[CH:19]=[CH:18][CH:17]=[C:16]([S:20][C:21]3[C:30]4[C:25](=[CH:26][C:27]([O:41][CH3:42])=[C:28]([O:31][CH2:32][CH2:33][CH2:34][N:35]5[CH2:40][CH2:39][N:47]([S:44]([CH3:43])(=[O:46])=[O:45])[CH2:37][CH2:36]5)[CH:29]=4)[N:24]=[CH:23][N:22]=3)[CH:15]=2)=[O:12])[CH:6]=1)([CH3:3])([CH3:2])[CH3:4]. The yield is 0.220. (7) The reactants are [C:1]([O:5][C:6]([N:8]1[CH2:13][CH2:12][C:11](=O)[C:10]([F:16])([F:15])[CH2:9]1)=[O:7])([CH3:4])([CH3:3])[CH3:2].[CH2:17]([NH2:24])[C:18]1[CH:23]=[CH:22][CH:21]=[CH:20][CH:19]=1.C(O[BH-](OC(=O)C)OC(=O)C)(=O)C.[Na+].[C@H](O)(C([O-])=O)[C@@H](O)C([O-])=O.[Na+].[K+]. The catalyst is ClCCl. The product is [C:1]([O:5][C:6]([N:8]1[CH2:13][CH2:12][CH:11]([NH:24][CH2:17][C:18]2[CH:23]=[CH:22][CH:21]=[CH:20][CH:19]=2)[C:10]([F:16])([F:15])[CH2:9]1)=[O:7])([CH3:4])([CH3:3])[CH3:2]. The yield is 0.320.